Regression/Classification. Given a drug SMILES string, predict its absorption, distribution, metabolism, or excretion properties. Task type varies by dataset: regression for continuous measurements (e.g., permeability, clearance, half-life) or binary classification for categorical outcomes (e.g., BBB penetration, CYP inhibition). Dataset: cyp1a2_veith. From a dataset of CYP1A2 inhibition data for predicting drug metabolism from PubChem BioAssay. The drug is CC(C)CO/N=C1/C[C@@H](O)[C@@H](O)[C@H]2[C@@H]1CC[C@@H]1C(=O)N(Cc3ccc4c(c3)OCO4)C(=O)[C@H]12. The result is 0 (non-inhibitor).